This data is from Hepatocyte clearance measurements from AstraZeneca. The task is: Regression/Classification. Given a drug SMILES string, predict its absorption, distribution, metabolism, or excretion properties. Task type varies by dataset: regression for continuous measurements (e.g., permeability, clearance, half-life) or binary classification for categorical outcomes (e.g., BBB penetration, CYP inhibition). For this dataset (clearance_hepatocyte_az), we predict log10(clearance) (log10 of the in vitro intrinsic clearance, CLint, in uL/min per 10^6 hepatocytes; values are censored to the assay range of 3 to 150, which is 0.477 to 2.18 on this log10 scale). (1) The molecule is N#Cc1cccc(-c2cc(C(F)(F)F)ccc2OCC(=O)O)c1. The log10(clearance) is 0.480. (2) The molecule is CCN(CC)c1ccc2cc(C(C)=O)c(=O)oc2c1. The log10(clearance) is 2.18. (3) The molecule is C#CC[C@@H](C(=O)N[C@H](/C=C/C(=O)OCC)C[C@@H]1CCNC1=O)n1cccc(NC(=O)c2cc(C)on2)c1=O. The log10(clearance) is 1.58. (4) The drug is C[C@@H](O)[C@H](NC(=O)c1ccc(C#Cc2ccc(CN3CCOCC3)cc2)cc1)C(=O)NO. The log10(clearance) is 1.18. (5) The drug is O=C(Nc1ccc(CCO)cc1)c1cc2cc(Cl)ccc2[nH]1. The log10(clearance) is 1.80. (6) The compound is COc1ccc(-c2cc3c(C)nc(N)nc3n([C@H]3CC[C@H](OCCO)CC3)c2=O)cn1. The log10(clearance) is 1.03. (7) The drug is O=C(CN1CCOCC1)Nc1ccc(-c2cccc3c(=O)cc(N4CCOCC4)oc23)cc1-c1ccccc1. The log10(clearance) is 2.09. (8) The drug is N#Cc1ccc2[nH]c(-c3ccc(F)cc3)c(CCCC(=O)NS(N)(=O)=O)c2c1. The log10(clearance) is 1.29.